Dataset: Reaction yield outcomes from USPTO patents with 853,638 reactions. Task: Predict the reaction yield, written as a fraction of the theoretical maximum amount of product (1.0 means a 100% yield; for example, 0.34 means a 34% yield). (1) The reactants are [CH2:1]([O:3][C:4]1[CH:5]=[C:6]([CH:12]([N:17]2[CH2:25][C:24]3[C:19](=[CH:20][CH:21]=[CH:22][CH:23]=3)[C:18]2=[O:26])[CH2:13][C:14](O)=[O:15])[CH:7]=[CH:8][C:9]=1[O:10][CH3:11])[CH3:2].Cl.[NH2:28][OH:29].O. The catalyst is O1CCCC1. The product is [CH2:1]([O:3][C:4]1[CH:5]=[C:6]([CH:12]([N:17]2[CH2:25][C:24]3[C:19](=[CH:20][CH:21]=[CH:22][CH:23]=3)[C:18]2=[O:26])[CH2:13][C:14]([NH:28][OH:29])=[O:15])[CH:7]=[CH:8][C:9]=1[O:10][CH3:11])[CH3:2]. The yield is 0.820. (2) The reactants are [Cl:1][C:2]1[CH:3]=[CH:4][C:5]([F:16])=[C:6]([C:8]2[O:12][N:11]=[C:10]([CH:13](O)[CH3:14])[N:9]=2)[CH:7]=1.P(Br)(Br)[Br:18].O.C([O-])(O)=O.[Na+]. The catalyst is C1C=CC=CC=1. The product is [Br:18][CH:13]([C:10]1[N:9]=[C:8]([C:6]2[CH:7]=[C:2]([Cl:1])[CH:3]=[CH:4][C:5]=2[F:16])[O:12][N:11]=1)[CH3:14]. The yield is 0.320. (3) The reactants are [CH3:1][O:2][C:3]1[C:4](=[O:25])[C:5]([C:21]([O:23]C)=[O:22])=[N:6][N:7]([C:9]2[C:19]([F:20])=[CH:18][C:12]3[O:13][C:14]([F:17])([F:16])[O:15][C:11]=3[CH:10]=2)[CH:8]=1.[OH-].[Na+].Cl. The catalyst is CO. The product is [CH3:1][O:2][C:3]1[C:4](=[O:25])[C:5]([C:21]([OH:23])=[O:22])=[N:6][N:7]([C:9]2[C:19]([F:20])=[CH:18][C:12]3[O:13][C:14]([F:16])([F:17])[O:15][C:11]=3[CH:10]=2)[CH:8]=1. The yield is 0.800. (4) The reactants are [F:1][C:2]([F:16])([C:8]1[CH:13]=[CH:12][CH:11]=[C:10]([CH:14]=O)[CH:9]=1)[C:3]([O:5][CH2:6][CH3:7])=[O:4].[NH:17]1[CH2:22][CH2:21][O:20][CH2:19][CH2:18]1.C(O)(=O)C.C([BH3-])#N.[Na+]. The catalyst is C(O)C. The product is [F:1][C:2]([F:16])([C:8]1[CH:13]=[CH:12][CH:11]=[C:10]([CH2:14][N:17]2[CH2:22][CH2:21][O:20][CH2:19][CH2:18]2)[CH:9]=1)[C:3]([O:5][CH2:6][CH3:7])=[O:4]. The yield is 0.510. (5) The reactants are [C:1]([O:5][C:6]([N:8]1[C:12]2[CH:13]=[CH:14][C:15](Br)=[CH:16][C:11]=2[N:10]=[C:9]1[CH2:18][O:19][C:20]1[CH:25]=[CH:24][C:23]([C:26]([F:29])([F:28])[F:27])=[CH:22][CH:21]=1)=[O:7])([CH3:4])([CH3:3])[CH3:2].C([O-])(=O)C.[K+].[B:35]1([B:35]2[O:39][C:38]([CH3:41])([CH3:40])[C:37]([CH3:43])([CH3:42])[O:36]2)[O:39][C:38]([CH3:41])([CH3:40])[C:37]([CH3:43])([CH3:42])[O:36]1. The catalyst is CN(C=O)C.C1C=CC(P(C2C=CC=CC=2)[C-]2C=CC=C2)=CC=1.C1C=CC(P(C2C=CC=CC=2)[C-]2C=CC=C2)=CC=1.Cl[Pd]Cl.[Fe+2]. The product is [C:1]([O:5][C:6]([N:8]1[C:12]2[CH:13]=[CH:14][C:15]([B:35]3[O:39][C:38]([CH3:41])([CH3:40])[C:37]([CH3:43])([CH3:42])[O:36]3)=[CH:16][C:11]=2[N:10]=[C:9]1[CH2:18][O:19][C:20]1[CH:25]=[CH:24][C:23]([C:26]([F:29])([F:28])[F:27])=[CH:22][CH:21]=1)=[O:7])([CH3:4])([CH3:3])[CH3:2]. The yield is 0.730. (6) The reactants are Br[C:2]1[CH:10]=[CH:9][C:5]([C:6]([OH:8])=[O:7])=[C:4]([CH3:11])[CH:3]=1.[Li]CCCC.CN([CH:20]=[O:21])C. The catalyst is C1COCC1. The product is [CH:20]([C:2]1[CH:10]=[CH:9][C:5]([C:6]([OH:8])=[O:7])=[C:4]([CH3:11])[CH:3]=1)=[O:21]. The yield is 0.400. (7) The reactants are CC1C=C(N2CCN(CC3C=CC(C(F)(F)F)=CC=3)C2=O)SC=1C(OCC)=O.[F:29][C:30]1[CH:53]=[CH:52][C:33]([CH2:34][N:35]2[CH2:39][CH2:38][N:37]([C:40]3[S:41][C:42]([C:46]([O:48]CC)=[O:47])=[C:43]([CH3:45])[N:44]=3)[C:36]2=[O:51])=[CH:32][CH:31]=1. No catalyst specified. The product is [F:29][C:30]1[CH:31]=[CH:32][C:33]([CH2:34][N:35]2[CH2:39][CH2:38][N:37]([C:40]3[S:41][C:42]([C:46]([OH:48])=[O:47])=[C:43]([CH3:45])[N:44]=3)[C:36]2=[O:51])=[CH:52][CH:53]=1. The yield is 0.800. (8) The reactants are [CH2:1]([O:3][C:4](=[O:12])[C:5]1[CH:10]=[CH:9][CH:8]=[C:7]([NH2:11])[CH:6]=1)[CH3:2].[F:13][C:14]1[CH:19]=[CH:18][CH:17]=[C:16]([F:20])[C:15]=1[S:21](Cl)(=[O:23])=[O:22].N1C=CC=CC=1. The catalyst is C(Cl)Cl. The product is [F:13][C:14]1[CH:19]=[CH:18][CH:17]=[C:16]([F:20])[C:15]=1[S:21]([NH:11][C:7]1[CH:6]=[C:5]([CH:10]=[CH:9][CH:8]=1)[C:4]([O:3][CH2:1][CH3:2])=[O:12])(=[O:23])=[O:22]. The yield is 0.950. (9) The reactants are [C:1]([C:4]1[C:22](=[O:23])[C@@:8]2([CH3:24])[C:9]3[C:15]([OH:16])=[CH:14][C:13]([O:17][CH3:18])=[C:12]([C:19]([NH2:21])=[O:20])[C:10]=3[O:11][C:7]2=[CH:6][C:5]=1[OH:25])(=[O:3])[CH3:2].[Cl:26][C:27]1[CH:36]=[C:35]2[C:30]([CH:31]=[CH:32][C:33]([CH3:39])=[C:34]2[CH:37]=O)=[CH:29][CH:28]=1.C([SiH](CC)CC)C.FC(F)(F)C(O)=O. The catalyst is C(#N)C. The product is [C:1]([C:4]1[C:22](=[O:23])[C@@:8]2([CH3:24])[C:9]3[C:15]([OH:16])=[CH:14][C:13]([O:17][CH3:18])=[C:12]([C:19]([NH:21][CH2:37][C:34]4[C:35]5[C:30](=[CH:29][CH:28]=[C:27]([Cl:26])[CH:36]=5)[CH:31]=[CH:32][C:33]=4[CH3:39])=[O:20])[C:10]=3[O:11][C:7]2=[CH:6][C:5]=1[OH:25])(=[O:3])[CH3:2]. The yield is 0.780. (10) The reactants are [Br:1][C:2]1[C:3]([NH2:22])=[N:4][CH:5]=[C:6]([C:8]2[CH:13]=[CH:12][C:11]([O:14][Si:15]([C:18]([CH3:21])([CH3:20])[CH3:19])([CH3:17])[CH3:16])=[CH:10][CH:9]=2)[N:7]=1.[Si:23]([O:30][C:31]1[CH:36]=[CH:35][C:34]([CH2:37][C:38](Cl)=[O:39])=[CH:33][CH:32]=1)([C:26]([CH3:29])([CH3:28])[CH3:27])([CH3:25])[CH3:24].O. The catalyst is CN(C)C1C=CN=CC=1.N1C=CC=CC=1. The product is [Br:1][C:2]1[C:3]([NH:22][C:38](=[O:39])[CH2:37][C:34]2[CH:33]=[CH:32][C:31]([O:30][Si:23]([C:26]([CH3:28])([CH3:27])[CH3:29])([CH3:24])[CH3:25])=[CH:36][CH:35]=2)=[N:4][CH:5]=[C:6]([C:8]2[CH:9]=[CH:10][C:11]([O:14][Si:15]([C:18]([CH3:19])([CH3:21])[CH3:20])([CH3:16])[CH3:17])=[CH:12][CH:13]=2)[N:7]=1. The yield is 0.589.